Dataset: Forward reaction prediction with 1.9M reactions from USPTO patents (1976-2016). Task: Predict the product of the given reaction. (1) Given the reactants [CH3:1][N:2]([CH3:11])[S:3]([N:6]1[CH:10]=[CH:9][CH:8]=[N:7]1)(=[O:5])=[O:4].O1CCCC1.C([Li])CCC.[CH3:22][S:23]SC, predict the reaction product. The product is: [CH3:1][N:2]([CH3:11])[S:3]([N:6]1[C:10]([S:23][CH3:22])=[CH:9][CH:8]=[N:7]1)(=[O:4])=[O:5]. (2) Given the reactants F[C:2]1[CH:3]=[CH:4][C:5]([N+:8]([O-:10])=[O:9])=[N:6][CH:7]=1.[CH2:11]1[C:14]2([CH2:19][CH2:18][NH:17][CH2:16][CH2:15]2)[CH2:13][N:12]1[C:20]([O:22][C:23]([CH3:26])([CH3:25])[CH3:24])=[O:21].C([O-])([O-])=O.[K+].[K+], predict the reaction product. The product is: [C:23]([O:22][C:20]([N:12]1[CH2:13][C:14]2([CH2:19][CH2:18][N:17]([C:2]3[CH:7]=[N:6][C:5]([N+:8]([O-:10])=[O:9])=[CH:4][CH:3]=3)[CH2:16][CH2:15]2)[CH2:11]1)=[O:21])([CH3:26])([CH3:24])[CH3:25]. (3) Given the reactants Cl[C:2]1[N:7]=[C:6]2[N:8]([CH3:12])[C:9]([CH3:11])=[N:10][C:5]2=[C:4]([NH:13][CH2:14][C:15]2[C:20]([CH3:21])=[CH:19][CH:18]=[CH:17][C:16]=2[CH2:22][CH3:23])[CH:3]=1.C(N(CC)CC)C, predict the reaction product. The product is: [CH2:22]([C:16]1[CH:17]=[CH:18][CH:19]=[C:20]([CH3:21])[C:15]=1[CH2:14][NH:13][C:4]1[CH:3]=[CH:2][N:7]=[C:6]2[N:8]([CH3:12])[C:9]([CH3:11])=[N:10][C:5]=12)[CH3:23]. (4) Given the reactants Cl[CH2:2][C:3]([NH:5][C:6]1[CH:7]=[C:8]2[C:13](=[CH:14][CH:15]=1)[N:12]=[C:11]([NH:16][CH:17]1[C:25]3[C:20](=[CH:21][CH:22]=[CH:23][C:24]=3[O:26][CH3:27])[CH2:19][CH2:18]1)[CH:10]=[CH:9]2)=[O:4].[CH3:28][N:29]([CH3:33])[CH2:30][CH2:31][NH2:32], predict the reaction product. The product is: [CH3:28][N:29]([CH3:33])[CH2:30][CH2:31][NH:32][CH2:2][C:3]([NH:5][C:6]1[CH:7]=[C:8]2[C:13](=[CH:14][CH:15]=1)[N:12]=[C:11]([NH:16][CH:17]1[C:25]3[C:20](=[CH:21][CH:22]=[CH:23][C:24]=3[O:26][CH3:27])[CH2:19][CH2:18]1)[CH:10]=[CH:9]2)=[O:4]. (5) Given the reactants Cl[C:2]1[C:11]2[C:6](=[CH:7][CH:8]=[C:9]([CH3:12])[CH:10]=2)[N:5]=[C:4]([N:13]2[CH2:19][C:18]3[CH:20]=[CH:21][CH:22]=[CH:23][C:17]=3[S:16](=[O:25])(=[O:24])[CH2:15][CH2:14]2)[CH:3]=1.Cl.[NH:27]1[CH2:32][CH2:31][CH2:30][CH:29]([NH2:33])[CH2:28]1.C(N(CC)C(C)C)(C)C, predict the reaction product. The product is: [O:24]=[S:16]1(=[O:25])[C:17]2[CH:23]=[CH:22][CH:21]=[CH:20][C:18]=2[CH2:19][N:13]([C:4]2[CH:3]=[C:2]([N:27]3[CH2:32][CH2:31][CH2:30][CH:29]([NH2:33])[CH2:28]3)[C:11]3[C:6](=[CH:7][CH:8]=[C:9]([CH3:12])[CH:10]=3)[N:5]=2)[CH2:14][CH2:15]1. (6) Given the reactants [F:1][C:2]1[CH:9]=[C:8]([C:10]2[N:15]=[CH:14][CH:13]=[CH:12][N:11]=2)[CH:7]=[CH:6][C:3]=1[CH:4]=O.N1(C2C=C[C:24]([CH:25]=[O:26])=CC=2)C=CC=N1, predict the reaction product. The product is: [F:1][C:2]1[CH:9]=[C:8]([C:10]2[N:15]=[CH:14][CH:13]=[CH:12][N:11]=2)[CH:7]=[CH:6][C:3]=1[CH:4]=[CH:24][CH:25]=[O:26]. (7) The product is: [CH2:9]([N:5]1[C:4](=[O:16])[C:3]([NH2:17])=[C:2]([NH2:1])[NH:7][C:6]1=[O:8])[C:10]1[CH:11]=[CH:12][CH:13]=[CH:14][CH:15]=1. Given the reactants [NH2:1][C:2]1[NH:7][C:6](=[O:8])[N:5]([CH2:9][C:10]2[CH:15]=[CH:14][CH:13]=[CH:12][CH:11]=2)[C:4](=[O:16])[C:3]=1[N:17]=O.[H][H], predict the reaction product.